Dataset: Forward reaction prediction with 1.9M reactions from USPTO patents (1976-2016). Task: Predict the product of the given reaction. (1) Given the reactants FC1C=CC(OC)=C(C2C(C(O)=O)=CC([N+]([O-])=O)=CC=2)C=1.C[O:23][C:24]([C:26]1[C:27]([C:35]2[CH:40]=[C:39]([Cl:41])[CH:38]=[CH:37][C:36]=2[O:42][CH3:43])=[CH:28][CH:29]=[C:30]([N+:32]([O-:34])=[O:33])[CH:31]=1)=[O:25], predict the reaction product. The product is: [Cl:41][C:39]1[CH:38]=[CH:37][C:36]([O:42][CH3:43])=[C:35]([C:27]2[C:26]([C:24]([OH:25])=[O:23])=[CH:31][C:30]([N+:32]([O-:34])=[O:33])=[CH:29][CH:28]=2)[CH:40]=1. (2) Given the reactants Cl.O1CCOCC1.[NH2:8][C:9](=[O:27])[CH2:10][CH:11]([NH:19]C(=O)OC(C)(C)C)[C:12]1[CH:17]=[CH:16][C:15]([Cl:18])=[CH:14][CH:13]=1, predict the reaction product. The product is: [NH2:19][CH:11]([C:12]1[CH:13]=[CH:14][C:15]([Cl:18])=[CH:16][CH:17]=1)[CH2:10][C:9]([NH2:8])=[O:27]. (3) Given the reactants [S:1]1[CH2:5][C:4](=[O:6])[NH:3][C:2]1=[O:7].[Br:8][C:9]1[CH:10]=[C:11]([CH:14]=[CH:15][C:16]=1[Br:17])[CH:12]=O.N1CCCCC1, predict the reaction product. The product is: [Br:8][C:9]1[CH:10]=[C:11]([CH:14]=[CH:15][C:16]=1[Br:17])[CH:12]=[C:5]1[S:1][C:2](=[O:7])[NH:3][C:4]1=[O:6]. (4) Given the reactants [NH:1]1[CH:5]=[C:4]([C:6](=[S:8])[NH2:7])[CH:3]=[N:2]1.Br[CH2:10][C:11](=O)[C:12]([OH:14])=O.[NH2:16][C@@H:17]([CH3:33])[CH2:18][N:19]1[CH:23]=[CH:22][C:21]([C:24]2[CH:31]=[CH:30][C:27]([C:28]#[N:29])=[C:26]([Cl:32])[CH:25]=2)=[N:20]1.C(Cl)Cl, predict the reaction product. The product is: [Cl:32][C:26]1[CH:25]=[C:24]([C:21]2[CH:22]=[CH:23][N:19]([CH2:18][C@@H:17]([NH:16][C:12]([C:11]3[N:7]=[C:6]([C:4]4[CH:5]=[N:1][NH:2][CH:3]=4)[S:8][CH:10]=3)=[O:14])[CH3:33])[N:20]=2)[CH:31]=[CH:30][C:27]=1[C:28]#[N:29]. (5) Given the reactants [H-].[Na+].[CH3:3][O:4][CH2:5][CH2:6][OH:7].[F:8][C:9]1[CH:10]=[C:11]([CH:14]=[CH:15][C:16]=1F)[CH:12]=[O:13].[NH4+].[Cl-], predict the reaction product. The product is: [F:8][C:9]1[CH:10]=[C:11]([CH:14]=[CH:15][C:16]=1[O:7][CH2:6][CH2:5][O:4][CH3:3])[CH:12]=[O:13]. (6) Given the reactants F[C:2](F)(F)[C:3]([OH:5])=O.[NH2:8][C:9]1[C:14]([C:15]([C:17]2[CH:22]=[C:21]([F:23])[CH:20]=[CH:19][C:18]=2[O:24][CH3:25])=[O:16])=[CH:13][N:12]=[C:11]([NH:26][CH:27]2[CH2:32][CH2:31][NH:30][CH2:29][CH2:28]2)[N:10]=1.C(Cl)(=O)C, predict the reaction product. The product is: [NH2:8][C:9]1[C:14]([C:15](=[O:16])[C:17]2[CH:22]=[C:21]([F:23])[CH:20]=[CH:19][C:18]=2[O:24][CH3:25])=[CH:13][N:12]=[C:11]([NH:26][CH:27]2[CH2:32][CH2:31][N:30]([C:3](=[O:5])[CH3:2])[CH2:29][CH2:28]2)[N:10]=1. (7) Given the reactants [F:1][C:2]1([F:25])[CH2:7][CH2:6][C:5]([CH2:9][NH:10][C:11]([C:13]2[C:14]3[CH:15]=[CH:16][C:17](Cl)=[N:18][C:19]=3[CH:20]=[CH:21][C:22]=2[Cl:23])=[O:12])(O)[CH2:4][CH2:3]1.[CH3:26][CH2:27]N(C(C)C)C(C)C.[OH:35][CH2:36][C@@H:37]1[CH2:41][CH2:40][N:39](CC)[CH2:38]1, predict the reaction product. The product is: [F:1][C:2]1([F:25])[CH2:7][CH2:6][CH:5]([CH2:9][NH:10][C:11]([C:13]2[C:14]3[CH:15]=[CH:16][C:17]([N:39]4[CH2:40][CH2:41][CH:37]([CH2:36][OH:35])[C@H:38]4[CH2:26][CH3:27])=[N:18][C:19]=3[CH:20]=[CH:21][C:22]=2[Cl:23])=[O:12])[CH2:4][CH2:3]1. (8) Given the reactants [CH2:1]([O:10][C:11](=[O:24])[C@H:12]([C@@H:21]([CH3:23])[OH:22])[NH:13][C:14]([O:16][C:17]([CH3:20])([CH3:19])[CH3:18])=[O:15])[C:2]([C:4]1[CH:9]=[CH:8][CH:7]=[CH:6][CH:5]=1)=[O:3].[CH2:25]([O:32][C:33]([N:35]([CH3:49])[C@H:36]([C:46](O)=[O:47])[CH2:37][C:38]1[CH:43]=[CH:42][C:41]([O:44][CH3:45])=[CH:40][CH:39]=1)=[O:34])[C:26]1[CH:31]=[CH:30][CH:29]=[CH:28][CH:27]=1.C1CCC(N=C=NC2CCCCC2)CC1, predict the reaction product. The product is: [CH2:1]([O:10][C:11](=[O:24])[C@H:12]([C@@H:21]([CH3:23])[O:22][C:46](=[O:47])[C@H:36]([CH2:37][C:38]1[CH:43]=[CH:42][C:41]([O:44][CH3:45])=[CH:40][CH:39]=1)[N:35]([C:33]([O:32][CH2:25][C:26]1[CH:31]=[CH:30][CH:29]=[CH:28][CH:27]=1)=[O:34])[CH3:49])[NH:13][C:14]([O:16][C:17]([CH3:19])([CH3:18])[CH3:20])=[O:15])[C:2]([C:4]1[CH:5]=[CH:6][CH:7]=[CH:8][CH:9]=1)=[O:3].